The task is: Predict the product of the given reaction.. This data is from Forward reaction prediction with 1.9M reactions from USPTO patents (1976-2016). (1) Given the reactants [CH2:1]([O:8][N:9]1[C:21]2[C:20]3[CH:19]=[CH:18][CH:17]=[CH:16][C:15]=3[N:14]=[CH:13][C:12]=2[N:11]=[C:10]1[CH2:22][CH2:23][CH3:24])[C:2]1[CH:7]=[CH:6][CH:5]=[CH:4][CH:3]=1.ClC1C=C(C=CC=1)C(OO)=O.ClC(Cl)(Cl)C([N:40]=C=O)=O, predict the reaction product. The product is: [CH2:1]([O:8][N:9]1[C:21]2[C:20]3[CH:19]=[CH:18][CH:17]=[CH:16][C:15]=3[N:14]=[C:13]([NH2:40])[C:12]=2[N:11]=[C:10]1[CH2:22][CH2:23][CH3:24])[C:2]1[CH:7]=[CH:6][CH:5]=[CH:4][CH:3]=1. (2) The product is: [CH:55]([O:54][C:51]1[CH:52]=[CH:53][C:48]([NH:47][C:6]([N:8]2[CH2:9][CH2:10][N:11]([C:14]3[C:19]([CH:20]=[N:21][O:22][CH2:23][CH3:24])=[C:18]([NH2:25])[N:17]=[CH:16][N:15]=3)[CH2:12][CH2:13]2)=[O:7])=[CH:49][CH:50]=1)([CH3:57])[CH3:56]. Given the reactants C(O[C:6]([N:8]1[CH2:13][CH2:12][N:11]([C:14]2[C:19]([CH:20]=[N:21][O:22][CH2:23][CH3:24])=[C:18]([NH2:25])[N:17]=[CH:16][N:15]=2)[CH2:10][CH2:9]1)=[O:7])(C)(C)C.C(O)(C(F)(F)F)=O.C(Cl)Cl.[N+](C1C=CC(OC(=O)[NH:47][C:48]2[CH:53]=[CH:52][C:51]([O:54][CH:55]([CH3:57])[CH3:56])=[CH:50][CH:49]=2)=CC=1)([O-])=O.CCN(C(C)C)C(C)C, predict the reaction product. (3) Given the reactants C[O:2][C:3](=O)[CH2:4][S:5][C:6]1[CH:11]=[CH:10][C:9]([CH:12]=[O:13])=[CH:8][C:7]=1[N+:14]([O-])=O, predict the reaction product. The product is: [O:2]=[C:3]1[NH:14][C:7]2[CH:8]=[C:9]([CH:12]=[O:13])[CH:10]=[CH:11][C:6]=2[S:5][CH2:4]1. (4) Given the reactants Cl[C:2]([O:4][C:5]1[CH:10]=[CH:9][CH:8]=[CH:7][CH:6]=1)=[O:3].[CH3:11][O:12][C:13]1[CH:19]=[CH:18][C:17]([N:20]2[CH2:25][CH2:24][O:23][CH2:22][CH2:21]2)=[CH:16][C:14]=1[NH2:15].C([O-])(O)=O.[Na+], predict the reaction product. The product is: [CH3:11][O:12][C:13]1[CH:19]=[CH:18][C:17]([N:20]2[CH2:21][CH2:22][O:23][CH2:24][CH2:25]2)=[CH:16][C:14]=1[NH:15][C:2](=[O:3])[O:4][C:5]1[CH:10]=[CH:9][CH:8]=[CH:7][CH:6]=1. (5) Given the reactants [F:1][C:2]([F:34])([F:33])[C:3]1[CH:4]=[C:5]([C@H:13]2[O:18][C:17](=[O:19])[N:16]([CH2:20][C:21]3[CH:26]=[C:25]([C:27]([F:30])([F:29])[F:28])[CH:24]=[CH:23][C:22]=3I)[C@@H:15]([CH3:32])[CH2:14]2)[CH:6]=[C:7]([C:9]([F:12])([F:11])[F:10])[CH:8]=1.[CH3:35][O:36][C:37]1[CH:42]=[CH:41][C:40]([C:43]([CH3:47])([CH3:46])[CH2:44][OH:45])=[CH:39][C:38]=1B1OC(C)(C)C(C)(C)O1.C([O-])([O-])=O.[K+].[K+], predict the reaction product. The product is: [F:1][C:2]([F:34])([F:33])[C:3]1[CH:4]=[C:5]([C@H:13]2[O:18][C:17](=[O:19])[N:16]([CH2:20][C:21]3[CH:26]=[C:25]([C:27]([F:30])([F:29])[F:28])[CH:24]=[CH:23][C:22]=3[C:38]3[CH:39]=[C:40]([C:43]([CH3:47])([CH3:46])[CH2:44][OH:45])[CH:41]=[CH:42][C:37]=3[O:36][CH3:35])[C@@H:15]([CH3:32])[CH2:14]2)[CH:6]=[C:7]([C:9]([F:12])([F:11])[F:10])[CH:8]=1. (6) Given the reactants [CH2:1]([C:3]1[S:28][C:6]2[N:7]([CH2:13][C:14]3[CH:19]=[CH:18][C:17]([C:20]4[C:21]([C:26]#[N:27])=[CH:22][CH:23]=[CH:24][CH:25]=4)=[CH:16][CH:15]=3)[C:8](=[O:12])[NH:9][C:10](=[O:11])[C:5]=2[CH:4]=1)[CH3:2].Br[CH2:30][C:31]([C:33]1[CH:38]=[CH:37][C:36]([O:39][CH3:40])=[C:35]([O:41][CH3:42])[CH:34]=1)=[O:32].CN(C)C=O.[H-].[Na+], predict the reaction product. The product is: [CH3:42][O:41][C:35]1[CH:34]=[C:33]([C:31](=[O:32])[CH2:30][N:9]2[C:10](=[O:11])[C:5]3[CH:4]=[C:3]([CH2:1][CH3:2])[S:28][C:6]=3[N:7]([CH2:13][C:14]3[CH:19]=[CH:18][C:17]([C:20]4[C:21]([C:26]#[N:27])=[CH:22][CH:23]=[CH:24][CH:25]=4)=[CH:16][CH:15]=3)[C:8]2=[O:12])[CH:38]=[CH:37][C:36]=1[O:39][CH3:40]. (7) Given the reactants [C:1]([O:5][C:6]([N:8]1[CH2:11][CH:10]([C:12](=[S:14])[NH2:13])[CH2:9]1)=[O:7])([CH3:4])([CH3:3])[CH3:2].[Cl:15][CH2:16][C:17]([CH2:19]Cl)=O.[O-]S([O-])(=O)=O.[Mg+2], predict the reaction product. The product is: [C:1]([O:5][C:6]([N:8]1[CH2:9][CH:10]([C:12]2[S:14][CH:19]=[C:17]([CH2:16][Cl:15])[N:13]=2)[CH2:11]1)=[O:7])([CH3:4])([CH3:2])[CH3:3]. (8) Given the reactants [N+:1]([C:4]1[CH:9]=[CH:8][C:7]([Cl:10])=[CH:6][C:5]=1[CH2:11][N:12]([CH2:20][C:21]1[CH:26]=[CH:25][CH:24]=[CH:23][N:22]=1)[CH2:13][C:14]1[CH:19]=[CH:18][CH:17]=[CH:16][N:15]=1)([O-])=O, predict the reaction product. The product is: [NH2:1][C:4]1[CH:9]=[CH:8][C:7]([Cl:10])=[CH:6][C:5]=1[CH2:11][N:12]([CH2:13][C:14]1[CH:19]=[CH:18][CH:17]=[CH:16][N:15]=1)[CH2:20][C:21]1[CH:26]=[CH:25][CH:24]=[CH:23][N:22]=1. (9) The product is: [F:31][C:26]1[C:25]2[C:24](=[O:32])[C:9]3[C:8](=[C:7]([OH:14])[C:6]4[C:11]([C:10]=3[OH:12])=[C:2]([F:1])[C:3]([F:18])=[C:4]([F:17])[C:5]=4[F:16])[C:22](=[O:33])[C:21]=2[C:20]([F:19])=[C:28]([F:29])[C:27]=1[F:30]. Given the reactants [F:1][C:2]1[C:11]2[C:6](=[C:7]([O:14]C)[CH:8]=[CH:9][C:10]=2[O:12]C)[C:5]([F:16])=[C:4]([F:17])[C:3]=1[F:18].[F:19][C:20]1[C:28]([F:29])=[C:27]([F:30])[C:26]([F:31])=[C:25]2[C:21]=1[C:22](=[O:33])O[C:24]2=[O:32].[Cl-].[Al+3].[Cl-].[Cl-].[Cl-].[Na+].Cl, predict the reaction product. (10) Given the reactants [S:1]1[CH:5]=[CH:4][N:3]=[C:2]1[NH:6][S:7]([C:10]1[CH:15]=[CH:14][C:13]([C:16]2[CH:21]=[CH:20][C:19]([N+:22]([O-])=O)=[CH:18][CH:17]=2)=[CH:12][CH:11]=1)(=[O:9])=[O:8], predict the reaction product. The product is: [S:1]1[CH:5]=[CH:4][N:3]=[C:2]1[NH:6][S:7]([C:10]1[CH:11]=[CH:12][C:13]([C:16]2[CH:21]=[CH:20][C:19]([NH2:22])=[CH:18][CH:17]=2)=[CH:14][CH:15]=1)(=[O:9])=[O:8].